Dataset: Reaction yield outcomes from USPTO patents with 853,638 reactions. Task: Predict the reaction yield, written as a fraction of the theoretical maximum amount of product (1.0 means a 100% yield; for example, 0.34 means a 34% yield). (1) The reactants are [Cl:1][C:2]1[CH:16]=[CH:15][C:5]2[N:6]=[N:7][N:8]([CH2:11][C:12]([OH:14])=O)[C:9](=[O:10])[C:4]=2[CH:3]=1.[CH3:17][O:18][C:19]1[CH:24]=[CH:23][C:22]([C@@H:25]([NH2:27])[CH3:26])=[CH:21][CH:20]=1. No catalyst specified. The product is [Cl:1][C:2]1[CH:16]=[CH:15][C:5]2[N:6]=[N:7][N:8]([CH2:11][C:12]([NH:27][C@H:25]([C:22]3[CH:23]=[CH:24][C:19]([O:18][CH3:17])=[CH:20][CH:21]=3)[CH3:26])=[O:14])[C:9](=[O:10])[C:4]=2[CH:3]=1. The yield is 0.660. (2) The reactants are O=[C:2]([C:9]1[CH:14]=[CH:13][CH:12]=[CH:11][CH:10]=1)[CH2:3][C:4](OCC)=[O:5].[C:15]([CH2:17][C:18]([NH2:20])=[O:19])#[N:16].[OH-].[K+]. The catalyst is C(O)C. The product is [OH:19][C:18]1[C:17]([C:15]#[N:16])=[C:2]([C:9]2[CH:14]=[CH:13][CH:12]=[CH:11][CH:10]=2)[CH:3]=[C:4]([OH:5])[N:20]=1. The yield is 0.196. (3) The reactants are [C:1]([O:9][C@@H:10]1[C@@H:17]([O:18][CH2:19][C:20]2[CH:25]=[CH:24][CH:23]=[CH:22][CH:21]=2)[C@H:16]([O:26][CH2:27][C:28]2[CH:33]=[CH:32][CH:31]=[CH:30][CH:29]=2)[C@@H:15]([CH2:34][O:35]CC2C=CC(Cl)=CC=2)[O:14][C@H:11]1[O:12][CH3:13])(=[O:8])[C:2]1[CH:7]=[CH:6][CH:5]=[CH:4][CH:3]=1.N1CCOCC1.[O-]P([O-])([O-])=O.[K+].[K+].[K+].Cl[Sn](Cl)(Cl)Cl. The catalyst is CC([O-])=O.CC([O-])=O.[Pd+2]. The product is [C:1]([O:9][C@@H:10]1[C@@H:17]([O:18][CH2:19][C:20]2[CH:21]=[CH:22][CH:23]=[CH:24][CH:25]=2)[C@H:16]([O:26][CH2:27][C:28]2[CH:29]=[CH:30][CH:31]=[CH:32][CH:33]=2)[C@@H:15]([CH2:34][OH:35])[O:14][C@H:11]1[O:12][CH3:13])(=[O:8])[C:2]1[CH:7]=[CH:6][CH:5]=[CH:4][CH:3]=1. The yield is 0.790. (4) The reactants are [NH2:1][C:2]1[C:3]([OH:17])=[C:4]([CH:14]=[CH:15][CH:16]=1)[C:5]([CH2:7][NH:8][CH2:9][C:10]([O:12][CH3:13])=[O:11])=[O:6].[CH3:18][O:19][C:20]1[C:21](=O)[C:22](=[O:26])[C:23]=1[O:24]C. No catalyst specified. The product is [OH:17][C:3]1[C:2]([NH:1][C:21]2[C:22](=[O:26])[C:23](=[O:24])[C:20]=2[O:19][CH3:18])=[CH:16][CH:15]=[CH:14][C:4]=1[C:5]([CH2:7][NH:8][CH2:9][C:10]([O:12][CH3:13])=[O:11])=[O:6]. The yield is 0.610. (5) The reactants are [Cl:1][C:2]1[N:7]=[C:6]([NH:8][CH2:9][CH:10]2[CH2:15][CH2:14][O:13][CH2:12][CH2:11]2)[CH:5]=[N:4][CH:3]=1.[I:16]N1C(=O)CCC1=O. The catalyst is CS(C)=O.O. The product is [Cl:1][C:2]1[N:7]=[C:6]([NH:8][CH2:9][CH:10]2[CH2:15][CH2:14][O:13][CH2:12][CH2:11]2)[CH:5]=[N:4][C:3]=1[I:16]. The yield is 0.550. (6) The reactants are [O:1]=[C:2]1[C:7]([CH2:8][C:9]2[CH:14]=[CH:13][C:12]([C:15]3[C:16]([C:21]#[N:22])=[CH:17][CH:18]=[CH:19][CH:20]=3)=[CH:11][CH:10]=2)=[C:6]([CH2:23][CH2:24][CH3:25])[N:5]2[N:26]=[CH:27][N:28]=[C:4]2[NH:3]1.Br[CH2:30][C:31]([O:33][C:34]([CH3:37])([CH3:36])[CH3:35])=[O:32].C(=O)([O-])[O-].[K+].[K+].CN(C)C=O. The catalyst is C(OCC)(=O)C. The product is [C:21]([C:16]1[CH:17]=[CH:18][CH:19]=[CH:20][C:15]=1[C:12]1[CH:11]=[CH:10][C:9]([CH2:8][C:7]2[C:2](=[O:1])[N:3]([CH2:30][C:31]([O:33][C:34]([CH3:37])([CH3:36])[CH3:35])=[O:32])[C:4]3[N:5]([N:26]=[CH:27][N:28]=3)[C:6]=2[CH2:23][CH2:24][CH3:25])=[CH:14][CH:13]=1)#[N:22]. The yield is 0.250.